Dataset: Full USPTO retrosynthesis dataset with 1.9M reactions from patents (1976-2016). Task: Predict the reactants needed to synthesize the given product. (1) Given the product [C:1]([O:36][C@@H:9]1[C@H:8]([OH:7])[C:25]2[C:24]3[N:23]([CH3:26])[C:22]4[N:21]=[C:20]5[CH:27]=[CH:28][CH:29]=[CH:30][C:19]5=[CH:18][C:17]=4[C:16](=[O:31])[C:15]=3[C:14]([O:32][CH3:33])=[CH:13][C:12]=2[O:11][C:10]1([CH3:34])[CH3:35])(=[O:5])[CH2:2][CH2:3][CH3:4], predict the reactants needed to synthesize it. The reactants are: [C:1](Cl)(=[O:5])[CH2:2][CH2:3][CH3:4].[OH:7][C@@H:8]1[C:25]2[C:24]3[N:23]([CH3:26])[C:22]4[N:21]=[C:20]5[CH:27]=[CH:28][CH:29]=[CH:30][C:19]5=[CH:18][C:17]=4[C:16](=[O:31])[C:15]=3[C:14]([O:32][CH3:33])=[CH:13][C:12]=2[O:11][C:10]([CH3:35])([CH3:34])[C@@H:9]1[OH:36]. (2) Given the product [F:27][C:2]([F:1])([F:28])[C:3]1[N:7]=[C:6]([C:8]2[C:9]3[CH2:26][CH2:25][CH2:24][C:10]=3[S:11][C:12]=2[NH:13][C:14]([C:16]2[CH:20]3[CH2:19][CH2:18][CH:30]([CH2:29][CH2:34]3)[C:17]=2[C:21]([OH:23])=[O:22])=[O:15])[O:5][N:4]=1, predict the reactants needed to synthesize it. The reactants are: [F:1][C:2]([F:28])([F:27])[C:3]1[N:7]=[C:6]([C:8]2[C:9]3[CH2:26][CH2:25][CH2:24][C:10]=3[S:11][C:12]=2[NH:13][C:14]([C:16]2[CH2:20][CH2:19][CH2:18][C:17]=2[C:21]([OH:23])=[O:22])=[O:15])[O:5][N:4]=1.[CH:29]12CCC(C[CH2:34]1)C1C(OC(=O)[C:30]2=1)=O. (3) Given the product [Br:3][C:4]1[CH:5]=[CH:6][C:7]([O:14][CH:11]([CH3:13])[CH3:12])=[N:8][CH:9]=1, predict the reactants needed to synthesize it. The reactants are: [H-].[Na+].[Br:3][C:4]1[CH:5]=[CH:6][C:7](Cl)=[N:8][CH:9]=1.[CH:11]([OH:14])([CH3:13])[CH3:12]. (4) Given the product [C:1]([O:5][C:6](=[O:31])[CH2:7][O:8][C:9]1[C:14]2[CH2:15][CH2:16][CH2:17][CH2:18][CH:19]([N:20]([S:21]([C:24]3[CH:29]=[CH:28][C:27]([I:30])=[CH:26][CH:25]=3)(=[O:23])=[O:22])[CH3:34])[C:13]=2[CH:12]=[CH:11][CH:10]=1)([CH3:4])([CH3:2])[CH3:3], predict the reactants needed to synthesize it. The reactants are: [C:1]([O:5][C:6](=[O:31])[CH2:7][O:8][C:9]1[C:14]2[CH2:15][CH2:16][CH2:17][CH2:18][CH:19]([NH:20][S:21]([C:24]3[CH:29]=[CH:28][C:27]([I:30])=[CH:26][CH:25]=3)(=[O:23])=[O:22])[C:13]=2[CH:12]=[CH:11][CH:10]=1)([CH3:4])([CH3:3])[CH3:2].CI.[C:34]([O-])([O-])=O.[K+].[K+]. (5) Given the product [Cl:12][C:13]1[C:18]([N:19]2[CH2:24][CH2:23][CH:22]([C:25]3[CH:30]=[C:29]([O:31][CH3:32])[CH:28]=[CH:27][C:26]=3[O:33][CH3:34])[CH2:21][CH2:20]2)=[CH:17][N:16]=[N:15][C:14]=1[NH:35][NH:36][C:9](=[O:11])[CH2:8][CH:5]1[CH2:6][CH2:7]1, predict the reactants needed to synthesize it. The reactants are: S(Cl)(Cl)=O.[CH:5]1([CH2:8][C:9]([OH:11])=O)[CH2:7][CH2:6]1.[Cl:12][C:13]1[C:18]([N:19]2[CH2:24][CH2:23][CH:22]([C:25]3[CH:30]=[C:29]([O:31][CH3:32])[CH:28]=[CH:27][C:26]=3[O:33][CH3:34])[CH2:21][CH2:20]2)=[CH:17][N:16]=[N:15][C:14]=1[NH:35][NH2:36].C(=O)(O)[O-].[Na+]. (6) Given the product [CH:1]([Si:5]([CH:9]([CH2:11][CH3:12])[CH3:10])([CH3:8])[Cl:13])([CH2:3][CH3:4])[CH3:2], predict the reactants needed to synthesize it. The reactants are: [CH:1]([Si:5]([CH:9]([CH2:11][CH3:12])[CH3:10])([CH3:8])OC)([CH2:3][CH3:4])[CH3:2].[ClH:13]. (7) Given the product [Cl:25][C:26]1[CH:27]=[C:28]([NH:29][C:30]2[C:39]3[C:34](=[CH:35][CH:36]=[CH:37][C:38]=3[O:5][CH2:4][C@@H:3]([N:2]([CH3:7])[CH3:1])[CH3:6])[N:33]=[CH:32][N:31]=2)[CH:41]=[CH:42][C:43]=1[O:44][CH2:45][C:46]1[CH:51]=[CH:50][CH:49]=[CH:48][N:47]=1, predict the reactants needed to synthesize it. The reactants are: [CH3:1][N:2]([CH3:7])[C@@H:3]([CH3:6])[CH2:4][OH:5].[H-].[Na+].C1OCCOCCOCCOCCOC1.[Cl:25][C:26]1[CH:27]=[C:28]([CH:41]=[CH:42][C:43]=1[O:44][CH2:45][C:46]1[CH:51]=[CH:50][CH:49]=[CH:48][N:47]=1)[NH:29][C:30]1[C:39]2[C:34](=[CH:35][CH:36]=[CH:37][C:38]=2F)[N:33]=[CH:32][N:31]=1. (8) Given the product [N:2]1[CH:7]=[CH:6][CH:5]=[CH:4][C:3]=1[C:8]1[NH:9][C:10]2[C:16]3[CH:17]=[CH:18][CH:19]=[CH:20][C:15]=3[N:14]([C:21]([C:23]3[CH:28]=[CH:27][C:26]([NH:29][C:30]([C:32]4[C:33]([C:38]5[CH:43]=[CH:42][CH:41]=[CH:40][CH:39]=5)=[CH:34][CH:35]=[CH:36][CH:37]=4)=[O:31])=[CH:25][CH:24]=3)=[O:22])[CH2:13][CH2:12][C:11]=2[N:44]=1, predict the reactants needed to synthesize it. The reactants are: O.[N:2]1[CH:7]=[CH:6][CH:5]=[CH:4][C:3]=1[C:8]1[NH:9][C:10]2[C:16]3[CH:17]=[CH:18][CH:19]=[CH:20][C:15]=3[N:14]([C:21]([C:23]3[CH:28]=[CH:27][C:26]([NH:29][C:30]([C:32]4[C:33]([C:38]5[CH:43]=[CH:42][CH:41]=[CH:40][CH:39]=5)=[CH:34][CH:35]=[CH:36][CH:37]=4)=[O:31])=[CH:25][CH:24]=3)=[O:22])[CH2:13][CH2:12][C:11]=2[N:44]=1.